Dataset: Catalyst prediction with 721,799 reactions and 888 catalyst types from USPTO. Task: Predict which catalyst facilitates the given reaction. (1) Reactant: [CH3:1][C:2]1[N:7]=[CH:6][C:5]([O:8][C:9]2[N:14]=[CH:13][C:12]([NH2:15])=[CH:11][CH:10]=2)=[CH:4][CH:3]=1.[NH:16]1[C:24]2[C:19](=[CH:20][CH:21]=[CH:22][CH:23]=2)[C:18]([C:25](O)=[O:26])=[CH:17]1.C1CCC(N=C=NC2CCCCC2)CC1. Product: [CH3:1][C:2]1[N:7]=[CH:6][C:5]([O:8][C:9]2[N:14]=[CH:13][C:12]([NH:15][C:25]([C:18]3[C:19]4[C:24](=[CH:23][CH:22]=[CH:21][CH:20]=4)[NH:16][CH:17]=3)=[O:26])=[CH:11][CH:10]=2)=[CH:4][CH:3]=1. The catalyst class is: 3. (2) Reactant: C([Sn](CCCC)(CCCC)[C:6]1[S:7][CH:8]=[C:9]([CH2:11][CH2:12][CH2:13][CH2:14][CH2:15][CH2:16][CH2:17][CH2:18][CH2:19][CH2:20][CH2:21][CH3:22])[CH:10]=1)CCC.Br[C:32]1[S:33][C:34](Br)=[CH:35][CH:36]=1. Product: [CH2:11]([C:36]1[CH:35]=[C:34]([C:8]2[S:7][C:6]([C:6]3[S:7][CH:8]=[C:9]([CH2:11][CH2:12][CH2:13][CH2:14][CH2:15][CH2:16][CH2:17][CH2:18][CH2:19][CH2:20][CH2:21][CH3:22])[CH:10]=3)=[CH:10][CH:9]=2)[S:33][CH:32]=1)[CH2:12][CH2:13][CH2:14][CH2:15][CH2:16][CH2:17][CH2:18][CH2:19][CH2:20][CH2:21][CH3:22]. The catalyst class is: 1.